Dataset: Experimentally validated miRNA-target interactions with 360,000+ pairs, plus equal number of negative samples. Task: Binary Classification. Given a miRNA mature sequence and a target amino acid sequence, predict their likelihood of interaction. (1) The protein sequence of the target gene is MQLEIQVALNFIISYLYNKLPRRRVNIFGEELERLLKKKYEGHWYPEKPYKGSGFRCIHVGEKVDPVIEQASKESGLDIDDVRGNLPQDLSVWIDPFEVSYQIGEKGPVKVLYVDDSSETGCELDKEIKNSFNPEAQVFMPISDPASSVSSSPSPPFGHSAAVSPTFMPRSTQPLTFTTATFAATKFGSTKMKNSGRSSKVARTSPINLGLTVNVNDLLKQKAISSSVHSLYGLGLGSQQQPQPQPQQQQQQQPSSSQPPPPLPQQQQQQPQQQQQQQQQTSALSPNAKEFIFPNMQGQG.... The miRNA is ath-miR160c-5p with sequence UGCCUGGCUCCCUGUAUGCCA. Result: 0 (no interaction). (2) The miRNA is hsa-miR-939-3p with sequence CCCUGGGCCUCUGCUCCCCAG. The protein sequence of the target gene is MSGNFFIFLLLLVTPGEAKKSFLSFLNIQNTEMLSFTRTEENIVVRSSYKDKQPHSSYLLVKLEDPKVLQVVNVTKTSLAVTDFTVNLKTFPGETNVTLQLWESEGRQTTLIDELKNVRVRVFRQTDDSLLQAPIHVDSSIFLLVLSMILLNKCAFGCKIEFQVLQTVWKRPLPILLGVVIQFFLMPFCGFLLSQILGLPKAQAFGFVMTCTCPGGGGGYLFALLLEGDVTLAILMTCTSTSLALIMMPVNSYFYSRLLGLAGAFHVPVLKIVSTLLFILMPMSTGVIIKHKMPAKAICL.... Result: 0 (no interaction). (3) The miRNA is hsa-miR-6818-3p with sequence UUGUCUCUUGUUCCUCACACAG. The protein sequence of the target gene is MLWSGCRRFGARLGCLPGGLRVLVQTGHRSLTSCIDPSMGLNEEQKEFQKVAFDFAAREMAPNMAEWDQKELFPVDVMRKAAQLGFGGVYIQTDVGGSGLSRLDTSVIFEALATGCTSTTAYISIHNMCAWMIDSFGNEEQRHKFCPPLCTMEKFASYCLTEPGSGSDAASLLTSAKKQGDHYILNGSKAFISGAGESDIYVVMCRTGGPGPKGISCIVVEKGTPGLSFGKKEKKVGWNSQPTRAVIFEDCAVPVANRIGSEGQGFLIAVRGLNGGRINIASCSLGAAHASVILTRDHLN.... Result: 1 (interaction). (4) The miRNA is hsa-miR-149-5p with sequence UCUGGCUCCGUGUCUUCACUCCC. The protein sequence of the target gene is MYSVEDLLISHGYKLSRDPPASREDNPKGRQAARTGTRAGQGLQNGHEDGPAALAHRKTSAGKGHVSDSESRRSTPRGHGEPQSTSASRTSEAGFCNQPPSAWSSHPPTGNDQAYRRRGRQEARSQKPREHENLEARGMAQAHSLPVHVREGPWEVGGRSEHVMKKPVWEEELRMSGPAKWQNVSLESWNQPRKLGRQMSDGDGERLFQDLYPFIQGEHVLNSQNKGKSRSLPRVLSPESLSCTEIPIPLNERHSPKMPPYPPTCAPNLDSTRNSEKSGCSAPFPRPKFGRPLKPPSYSS.... Result: 1 (interaction). (5) Result: 0 (no interaction). The miRNA is mmu-miR-7038-3p with sequence CACUGCUCCUGCCUUCUUACAG. The protein sequence of the target gene is MWRVRKRGYFGIWSFPLIIAAVCAQSVNDPSNMSLVKETVDRLLKGYDIRLRPDFGGPPVAVGMNIDIASIDMVSEVNMDYTLTMYFQQAWRDKRLSYNVIPLNLTLDNRVADQLWVPDTYFLNDKKSFVHGVTVKNRMIRLHPDGTVLYGLRITTTAACMMDLRRYPLDEQNCTLEIESYGYTTDDIEFYWRGDDNAVTGVTKIELPQFSIVDYKLITKKVVFSTGSYPRLSLSFKLKRNIGYFILQTYMPSILITILSWVSFWINYDASAARVALGITTVLTMTTINTHLRETLPKIP.... (6) The miRNA is hsa-miR-4722-3p with sequence ACCUGCCAGCACCUCCCUGCAG. The protein sequence of the target gene is MAAETLLSSLLGLLLLGLLLPASLTGGVGSLNLEELSEMRYGIEILPLPVMGGQSQSSDVVIVSSKYKQRYECRLPAGAIHFQREREEETPAYQGPGIPELLSPMRDAPCLLKTKDWWTYEFCYGRHIQQYHMEDSEIKGEVLYLGYYQSAFDWDDETAKASKQHRLKRYHSQTYGNGSKCDLNGRPREAEVRFLCDEGAGISGDYIDRVDEPLSCSYVLTIRTPRLCPHPLLRPPPSAAPQAILCHPSLQPEEYMAYVQRQADSKQYGDKIIEELQDLGPQVWSETKSGVAPQKMAGAS.... Result: 0 (no interaction). (7) The miRNA is hsa-miR-576-5p with sequence AUUCUAAUUUCUCCACGUCUUU. The protein sequence of the target gene is MPGAGARAEEGGGGGEGAAQGAAAEPGAGPAREPARLCGYLQKLSGKGPLRGYRSRWFVFDARRCYLYYFKSPQDALPLGHLDIADACFSYQGPDEAAEPGTEPPAHFQVHSAGAVTVLKAPNRQLMTYWLQELQQKRWEYCNSLDMVKWDSRTSPTPGDFPKGLVARDNTDLIYPHPNASAEKARNVLAVETVPGELVGEQAANQPAPGHPNSINFYSLKQWGNELKNSMSSFRPGRGHNDSRRTVFYTNEEWELLDPTPKDLEESIVQEEKKKLTPEGNKGVTGSGFPFDFGRNPYKG.... Result: 0 (no interaction). (8) The miRNA is mmu-miR-149-5p with sequence UCUGGCUCCGUGUCUUCACUCCC. The protein sequence of the target gene is MSSDTSPAVVTTPPPPSMPHKERYFDRINESDPEYLRERNMSPDLRQDFNMMEQRKRVTQILQSPAFREDLECLIQEQMKKGHNPSGLLALQQIADYIVTSSFSGFSSPSLSLGMVTPINDLPGADTSSYVKGEKLTRCKLASLYRLADLFGWAHLANTYISVRISKEQDHIIIIPRGLSFSEATASTLVKVNIIGEVVDQGSTDLKIDHTGFSPHAAIYSTRPDVKCVIHIHTLATAAVSSMKCGILPISQESLILGDVAYYDYQGSLDEEEERIELQKVLGPSCKVLVLRNHGMVALG.... Result: 1 (interaction). (9) The miRNA is hsa-miR-4780 with sequence ACCCUUGAGCCUGAUCCCUAGC. The protein sequence of the target gene is MPPNFPEFAERIEASLSEVSEAGASNPSLQEKKESSSALTESSGHLDHREPQSESVTLEHVSKSIGIPEVQDFKNLSGDCQDFRFQQHSANPPHEFQPVESEAVATSGNTDVMQESRFSSATWPRATKSLAKGGFSEKQHPLGDTACTVEMPPLSPCLSEELLDPELHVLITPSLREKTESELKFEEDERWIMMEAEGEWEEEKLSDREKTFLMADEKNSLADIFEEREQANTAVVEDGSDCLAAVLRTFGHLSLGQICCPDDPQPAKDQLATVPKDIPLDCDCVLTGEDILGEVANRTA.... Result: 1 (interaction).